From a dataset of Peptide-MHC class I binding affinity with 185,985 pairs from IEDB/IMGT. Regression. Given a peptide amino acid sequence and an MHC pseudo amino acid sequence, predict their binding affinity value. This is MHC class I binding data. (1) The peptide sequence is GNNTGNESR. The MHC is HLA-A11:01 with pseudo-sequence HLA-A11:01. The binding affinity (normalized) is 0.488. (2) The peptide sequence is YTYGAGSYF. The MHC is HLA-B45:06 with pseudo-sequence HLA-B45:06. The binding affinity (normalized) is 0.213. (3) The peptide sequence is AVEDFLAFF. The MHC is HLA-A69:01 with pseudo-sequence HLA-A69:01. The binding affinity (normalized) is 0.0847. (4) The peptide sequence is ELFYILIAK. The MHC is HLA-A68:02 with pseudo-sequence HLA-A68:02. The binding affinity (normalized) is 0.238. (5) The peptide sequence is YGGKKAVTY. The MHC is HLA-B58:01 with pseudo-sequence HLA-B58:01. The binding affinity (normalized) is 0.0847.